Task: Regression. Given two drug SMILES strings and cell line genomic features, predict the synergy score measuring deviation from expected non-interaction effect.. Dataset: NCI-60 drug combinations with 297,098 pairs across 59 cell lines (1) Drug 1: C1=CC(=CC=C1C#N)C(C2=CC=C(C=C2)C#N)N3C=NC=N3. Drug 2: C1=NC2=C(N=C(N=C2N1C3C(C(C(O3)CO)O)O)F)N. Cell line: OVCAR-5. Synergy scores: CSS=5.22, Synergy_ZIP=-4.54, Synergy_Bliss=-11.0, Synergy_Loewe=-3.32, Synergy_HSA=-9.18. (2) Drug 1: CC1C(C(=O)NC(C(=O)N2CCCC2C(=O)N(CC(=O)N(C(C(=O)O1)C(C)C)C)C)C(C)C)NC(=O)C3=C4C(=C(C=C3)C)OC5=C(C(=O)C(=C(C5=N4)C(=O)NC6C(OC(=O)C(N(C(=O)CN(C(=O)C7CCCN7C(=O)C(NC6=O)C(C)C)C)C)C(C)C)C)N)C. Drug 2: C1=NC2=C(N=C(N=C2N1C3C(C(C(O3)CO)O)O)F)N. Cell line: SF-539. Synergy scores: CSS=6.76, Synergy_ZIP=-0.458, Synergy_Bliss=-5.04, Synergy_Loewe=-8.17, Synergy_HSA=-4.72. (3) Drug 1: C1=CC(=CC=C1CC(C(=O)O)N)N(CCCl)CCCl.Cl. Drug 2: CC1=C(C(=CC=C1)Cl)NC(=O)C2=CN=C(S2)NC3=CC(=NC(=N3)C)N4CCN(CC4)CCO. Cell line: NCIH23. Synergy scores: CSS=19.5, Synergy_ZIP=-3.59, Synergy_Bliss=4.42, Synergy_Loewe=-5.09, Synergy_HSA=5.00. (4) Cell line: CCRF-CEM. Drug 2: C(CCl)NC(=O)N(CCCl)N=O. Drug 1: CN(C)N=NC1=C(NC=N1)C(=O)N. Synergy scores: CSS=20.2, Synergy_ZIP=-5.34, Synergy_Bliss=-6.49, Synergy_Loewe=-6.21, Synergy_HSA=-4.22. (5) Drug 1: CC1=C(C=C(C=C1)C(=O)NC2=CC(=CC(=C2)C(F)(F)F)N3C=C(N=C3)C)NC4=NC=CC(=N4)C5=CN=CC=C5. Drug 2: CC1=C2C(C(=O)C3(C(CC4C(C3C(C(C2(C)C)(CC1OC(=O)C(C(C5=CC=CC=C5)NC(=O)OC(C)(C)C)O)O)OC(=O)C6=CC=CC=C6)(CO4)OC(=O)C)O)C)O. Cell line: MDA-MB-231. Synergy scores: CSS=-0.851, Synergy_ZIP=4.11, Synergy_Bliss=4.60, Synergy_Loewe=-7.96, Synergy_HSA=-7.16.